Dataset: Full USPTO retrosynthesis dataset with 1.9M reactions from patents (1976-2016). Task: Predict the reactants needed to synthesize the given product. (1) Given the product [NH2:15][C:14]1[CH:13]=[CH:12][C:11]([NH:22][C:23](=[O:31])[C:24]2[CH:29]=[CH:28][CH:27]=[CH:26][C:25]=2[F:30])=[CH:10][C:9]=1[C:7]#[N:8], predict the reactants needed to synthesize it. The reactants are: C(=O)([O-])[O-].[K+].[K+].[C:7]([C:9]1[CH:10]=[C:11]([NH:22][C:23](=[O:31])[C:24]2[CH:29]=[CH:28][CH:27]=[CH:26][C:25]=2[F:30])[CH:12]=[CH:13][C:14]=1[NH:15]C(=O)C(F)(F)F)#[N:8]. (2) Given the product [Cl:33][C:30]1[CH:29]=[CH:28][C:27]([C:25]2[CH:24]=[C:23]([C:34]([F:36])([F:37])[F:35])[N:22]=[C:21]([C:19]3[CH:18]=[CH:17][N:16]=[C:15]([C:11]4[CH:10]=[C:9]([S:6]([NH2:5])(=[O:8])=[O:7])[CH:14]=[CH:13][CH:12]=4)[CH:20]=3)[N:26]=2)=[CH:32][CH:31]=1, predict the reactants needed to synthesize it. The reactants are: C([NH:5][S:6]([C:9]1[CH:14]=[CH:13][CH:12]=[C:11]([C:15]2[CH:20]=[C:19]([C:21]3[N:26]=[C:25]([C:27]4[CH:32]=[CH:31][C:30]([Cl:33])=[CH:29][CH:28]=4)[CH:24]=[C:23]([C:34]([F:37])([F:36])[F:35])[N:22]=3)[CH:18]=[CH:17][N:16]=2)[CH:10]=1)(=[O:8])=[O:7])(C)(C)C.C(O)(C(F)(F)F)=O. (3) Given the product [Cl:1][C:2]1[CH:7]=[CH:6][C:5]([CH2:8][C:9]([NH:11][C:12]2[CH:21]=[CH:20][CH:19]=[C:18]3[C:13]=2[CH:14]=[CH:15][N:16]([CH2:23][C@@H:24]2[CH2:28][CH2:27][CH2:26][NH:25]2)[C:17]3=[O:22])=[O:10])=[CH:4][C:3]=1[C:36]([F:39])([F:37])[F:38], predict the reactants needed to synthesize it. The reactants are: [Cl:1][C:2]1[CH:7]=[CH:6][C:5]([CH2:8][C:9]([NH:11][C:12]2[CH:21]=[CH:20][CH:19]=[C:18]3[C:13]=2[CH:14]=[CH:15][N:16]([CH2:23][C@@H:24]2[CH2:28][CH2:27][CH2:26][N:25]2C(OC(C)(C)C)=O)[C:17]3=[O:22])=[O:10])=[CH:4][C:3]=1[C:36]([F:39])([F:38])[F:37].O1CCOCC1.Cl.